From a dataset of Forward reaction prediction with 1.9M reactions from USPTO patents (1976-2016). Predict the product of the given reaction. (1) Given the reactants [F:1][C:2]([F:16])([F:15])[C:3]1[N:4]=[C:5]2[CH:10]=[CH:9][CH:8]=[CH:7][N:6]2[C:11]=1[C:12](=[NH:14])[NH2:13].CN(C)[CH:19]=[CH:20][C:21](OCC)=[O:22], predict the reaction product. The product is: [F:16][C:2]([F:1])([F:15])[C:3]1[N:4]=[C:5]2[CH:10]=[CH:9][CH:8]=[CH:7][N:6]2[C:11]=1[C:12]1[NH:13][C:21](=[O:22])[CH:20]=[CH:19][N:14]=1. (2) The product is: [ClH:1].[CH3:2][C:3]1[N:7]([CH2:8][C:9]2[CH:14]=[CH:13][N:12]=[C:11]([CH:15]3[CH2:16][CH2:17][NH:18][CH2:19][CH2:20]3)[CH:10]=2)[N:6]=[C:5]([C:28]2[O:32][N:31]=[C:30]([C:33]3[CH:34]=[CH:35][C:36]([O:39][C:40]([F:43])([F:41])[F:42])=[CH:37][CH:38]=3)[N:29]=2)[CH:4]=1. Given the reactants [ClH:1].[CH3:2][C:3]1[N:7]([CH2:8][C:9]2[CH:14]=[CH:13][N:12]=[C:11]([CH:15]3[CH2:20][CH2:19][N:18](C(OC(C)(C)C)=O)[CH2:17][CH2:16]3)[CH:10]=2)[N:6]=[C:5]([C:28]2[O:32][N:31]=[C:30]([C:33]3[CH:38]=[CH:37][C:36]([O:39][C:40]([F:43])([F:42])[F:41])=[CH:35][CH:34]=3)[N:29]=2)[CH:4]=1, predict the reaction product. (3) Given the reactants [CH2:1]([O:3][C:4]([C:6]1[N:7]=[CH:8][NH:9][CH:10]=1)=[O:5])[CH3:2].[H-].[Na+].[CH2:13]([O:15][C:16]([C@@H:18]1[CH2:27][C@@H:26]2[C@@H:21]([CH2:22][CH2:23][C@H:24]([CH2:28]OS(C3C=CC=C([N+]([O-])=O)C=3)(=O)=O)[CH2:25]2)[CH2:20][N:19]1C(OC)=O)=[O:17])[CH3:14], predict the reaction product. The product is: [CH2:13]([O:15][C:16]([C@@H:18]1[CH2:27][C@@H:26]2[C@@H:21]([CH2:22][CH2:23][C@H:24]([CH2:28][N:9]3[CH:10]=[C:6]([C:4]([O:3][CH2:1][CH3:2])=[O:5])[N:7]=[CH:8]3)[CH2:25]2)[CH2:20][NH:19]1)=[O:17])[CH3:14]. (4) The product is: [Cl:1][C:2]1[CH:7]=[C:6]([C:8](=[O:10])[CH2:17][C:16]([O:22][CH2:23][CH3:24])=[O:21])[C:5]([Cl:11])=[CH:4][N:3]=1. Given the reactants [Cl:1][C:2]1[CH:7]=[C:6]([C:8]([OH:10])=O)[C:5]([Cl:11])=[CH:4][N:3]=1.O=S(Cl)Cl.[C:16]([O:22][CH2:23][CH3:24])(=[O:21])[CH2:17]C([O-])=O.[K+].[Cl-].[Mg+2].[Cl-], predict the reaction product. (5) Given the reactants [F:1][C:2]1[CH:3]=[CH:4][C:5]([O:30][CH3:31])=[C:6]([C:8]2[CH:13]=[CH:12][N:11]=[C:10]3[NH:14][C:15]([C:17]4([OH:29])[CH2:21][CH2:20][N:19](C(OC(C)(C)C)=O)[CH2:18]4)=[CH:16][C:9]=23)[CH:7]=1.FC(F)(F)C(O)=O, predict the reaction product. The product is: [F:1][C:2]1[CH:3]=[CH:4][C:5]([O:30][CH3:31])=[C:6]([C:8]2[CH:13]=[CH:12][N:11]=[C:10]3[NH:14][C:15]([C:17]4([OH:29])[CH2:21][CH2:20][NH:19][CH2:18]4)=[CH:16][C:9]=23)[CH:7]=1. (6) Given the reactants FC(F)(F)S(O[C:7]1[CH2:8][C:9]([CH3:14])([CH3:13])[O:10][CH2:11][CH:12]=1)(=O)=O.FC(F)(F)S(OC1CCOC(C)(C)C=1)(=O)=O.[B:33]1([B:33]2[O:37][C:36]([CH3:39])([CH3:38])[C:35]([CH3:41])([CH3:40])[O:34]2)[O:37][C:36]([CH3:39])([CH3:38])[C:35]([CH3:41])([CH3:40])[O:34]1.C([O-])(=O)C.[K+], predict the reaction product. The product is: [CH3:13][C:9]1([CH3:14])[CH2:8][C:7]([B:33]2[O:37][C:36]([CH3:39])([CH3:38])[C:35]([CH3:41])([CH3:40])[O:34]2)=[CH:12][CH2:11][O:10]1. (7) Given the reactants [F:1][C:2]([F:18])([F:17])[CH2:3][N:4]1[CH2:9][CH2:8][N:7]([C:10]2[CH:11]=[CH:12][C:13]([NH2:16])=[N:14][CH:15]=2)[CH2:6][CH2:5]1.[CH3:19][N:20]([CH3:38])[C:21]([C:23]1[N:32]([CH:33]2[CH2:37][CH2:36][CH2:35][CH2:34]2)[C:26]2[N:27]=[C:28](Cl)[N:29]=[CH:30][C:25]=2[CH:24]=1)=[O:22].C1C=CC(P(C2C(C3C(P(C4C=CC=CC=4)C4C=CC=CC=4)=CC=C4C=3C=CC=C4)=C3C(C=CC=C3)=CC=2)C2C=CC=CC=2)=CC=1.CC(C)([O-])C.[Na+], predict the reaction product. The product is: [CH3:19][N:20]([CH3:38])[C:21]([C:23]1[N:32]([CH:33]2[CH2:37][CH2:36][CH2:35][CH2:34]2)[C:26]2[N:27]=[C:28]([NH:16][C:13]3[CH:12]=[CH:11][C:10]([N:7]4[CH2:8][CH2:9][N:4]([CH2:3][C:2]([F:1])([F:17])[F:18])[CH2:5][CH2:6]4)=[CH:15][N:14]=3)[N:29]=[CH:30][C:25]=2[CH:24]=1)=[O:22]. (8) Given the reactants [CH2:8]1[CH:7]2[CH:6]3[CH:10]=[CH:9][CH:8]([CH:6]2[CH:10]=[CH:9]1)[CH2:7]3.[CH:11]1([SiH:16]([Cl:18])[Cl:17])[CH2:15][CH2:14][CH2:13][CH2:12]1.CCCCCCCCCCCCCCCC, predict the reaction product. The product is: [CH:11]1([Si:16]([CH:6]2[CH2:7][CH2:8][CH2:9][CH2:10]2)([Cl:18])[Cl:17])[CH2:15][CH2:14][CH:13]=[CH:12]1. (9) Given the reactants C(NC(C)C)(C)C.C([Li])CCC.[C:13]1(=[O:18])[O:17][CH2:16][CH2:15][CH2:14]1.[CH2:19](Br)[C:20]1[CH:25]=[CH:24][CH:23]=[CH:22][CH:21]=1.CN(C)P(N(C)C)(N(C)C)=O, predict the reaction product. The product is: [CH2:19]([CH:14]1[CH2:15][CH2:16][O:17][C:13]1=[O:18])[C:20]1[CH:25]=[CH:24][CH:23]=[CH:22][CH:21]=1.